From a dataset of CYP2C9 inhibition data for predicting drug metabolism from PubChem BioAssay. Regression/Classification. Given a drug SMILES string, predict its absorption, distribution, metabolism, or excretion properties. Task type varies by dataset: regression for continuous measurements (e.g., permeability, clearance, half-life) or binary classification for categorical outcomes (e.g., BBB penetration, CYP inhibition). Dataset: cyp2c9_veith. (1) The molecule is CCOC(=O)c1c(-c2ccccc2)csc1NC(=O)c1cccc(N2C(=O)CCC2=O)c1. The result is 1 (inhibitor). (2) The compound is O=c1c(-c2cccs2)nc2cnc(Oc3ccccc3)nc2n1-c1ccccc1. The result is 0 (non-inhibitor). (3) The molecule is O=C1N=C(N2CCOCC2)S/C1=C/c1cccs1. The result is 0 (non-inhibitor).